This data is from Reaction yield outcomes from USPTO patents with 853,638 reactions. The task is: Predict the reaction yield, written as a fraction of the theoretical maximum amount of product (1.0 means a 100% yield; for example, 0.34 means a 34% yield). (1) The reactants are [OH:1][C:2]1[CH:10]=[CH:9][C:8]([N:11]2[CH:15]=[CH:14][CH:13]=[CH:12]2)=[CH:7][C:3]=1[C:4]([OH:6])=O.[CH2:16]([O:18][C:19]([C:21]1[S:25][C:24]([NH2:26])=[N:23][C:22]=1[C:27]1[CH:32]=[CH:31][CH:30]=[CH:29][CH:28]=1)=[O:20])[CH3:17]. No catalyst specified. The product is [CH2:16]([O:18][C:19]([C:21]1[S:25][C:24]([NH:26][C:4](=[O:6])[C:3]2[CH:7]=[C:8]([N:11]3[CH:15]=[CH:14][CH:13]=[CH:12]3)[CH:9]=[CH:10][C:2]=2[OH:1])=[N:23][C:22]=1[C:27]1[CH:32]=[CH:31][CH:30]=[CH:29][CH:28]=1)=[O:20])[CH3:17]. The yield is 0.550. (2) The reactants are [CH3:1][C:2]([C:4]1[CH:5]=[CH:6][C:7]([OH:10])=[CH:8][CH:9]=1)=[O:3].[CH2:11](Cl)[C:12]1[CH:17]=[CH:16][CH:15]=[CH:14][CH:13]=1.[I-].[Na+].C(=O)([O-])[O-].[K+].[K+]. The catalyst is CC(C)=O. The product is [CH2:11]([O:10][C:7]1[CH:8]=[CH:9][C:4]([C:2](=[O:3])[CH3:1])=[CH:5][CH:6]=1)[C:12]1[CH:17]=[CH:16][CH:15]=[CH:14][CH:13]=1. The yield is 0.690. (3) The reactants are [CH2:1]([O:3][CH:4]([O:16][CH2:17][CH3:18])[CH:5]=[CH:6]B1OC(C)(C)C(C)(C)O1)[CH3:2].Br[C:20]1[C:25]([N+:26]([O-:28])=[O:27])=[CH:24][CH:23]=[CH:22][C:21]=1[F:29].C(=O)([O-])[O-].[Cs+].[Cs+]. The catalyst is O1CCOCC1.O.[Pd+2].ClC1C=C[C-](P(C2C=CC=CC=2)C2C=CC=CC=2)C=1Cl.[C-]1(P(C2C=CC=CC=2)C2C=CC=CC=2)C=CC=C1.[Fe+2]. The product is [CH2:17]([O:16][CH:4]([O:3][CH2:1][CH3:2])/[CH:5]=[CH:6]/[C:20]1[C:25]([N+:26]([O-:28])=[O:27])=[CH:24][CH:23]=[CH:22][C:21]=1[F:29])[CH3:18]. The yield is 0.609. (4) The reactants are Br[C:2]1[CH:10]=[C:9]([NH:11][S:12]([CH3:15])(=[O:14])=[O:13])[CH:8]=[C:7]2[C:3]=1[CH:4]=[N:5][NH:6]2.[B:16]1([B:16]2[O:20][C:19]([CH3:22])([CH3:21])[C:18]([CH3:24])([CH3:23])[O:17]2)[O:20][C:19]([CH3:22])([CH3:21])[C:18]([CH3:24])([CH3:23])[O:17]1.C([O-])(=O)C.[K+]. The catalyst is C1(P(C2C=CC=CC=2)[C-]2C=CC=C2)C=CC=CC=1.[C-]1(P(C2C=CC=CC=2)C2C=CC=CC=2)C=CC=C1.[Fe+2]. The product is [CH3:23][C:18]1([CH3:24])[C:19]([CH3:22])([CH3:21])[O:20][B:16]([C:2]2[CH:10]=[C:9]([NH:11][S:12]([CH3:15])(=[O:14])=[O:13])[CH:8]=[C:7]3[C:3]=2[CH:4]=[N:5][NH:6]3)[O:17]1. The yield is 0.140. (5) The reactants are [CH2:1]([O:8][C:9]([N:11]1[CH2:16][CH2:15][CH2:14][C:13]([NH:18][C:19]2[C:24]([N+:25]([O-])=O)=[CH:23][N:22]=[C:21]3[N:28]([S:31]([C:34]4[CH:39]=[CH:38][CH:37]=[CH:36][CH:35]=4)(=[O:33])=[O:32])[CH:29]=[CH:30][C:20]=23)([CH3:17])[CH2:12]1)=[O:10])[C:2]1[CH:7]=[CH:6][CH:5]=[CH:4][CH:3]=1. The catalyst is C(OCC)(=O)C.[Ni]. The product is [CH2:1]([O:8][C:9]([N:11]1[CH2:16][CH2:15][CH2:14][C:13]([NH:18][C:19]2[C:24]([NH2:25])=[CH:23][N:22]=[C:21]3[N:28]([S:31]([C:34]4[CH:39]=[CH:38][CH:37]=[CH:36][CH:35]=4)(=[O:33])=[O:32])[CH:29]=[CH:30][C:20]=23)([CH3:17])[CH2:12]1)=[O:10])[C:2]1[CH:7]=[CH:6][CH:5]=[CH:4][CH:3]=1. The yield is 1.00. (6) The reactants are [CH3:1][C:2]1[CH:3]=[CH:4][C:5]([NH:8][C:9](=[O:19])[C:10]2[CH:15]=[CH:14][CH:13]=[CH:12][C:11]=2[N+:16]([O-])=O)=[N:6][CH:7]=1.[BH4-].[Na+]. The catalyst is C1COCC1.CO. The product is [CH3:1][C:2]1[CH:3]=[CH:4][C:5]([NH:8][C:9](=[O:19])[C:10]2[CH:15]=[CH:14][CH:13]=[CH:12][C:11]=2[NH2:16])=[N:6][CH:7]=1. The yield is 0.950. (7) The reactants are Br[CH2:2][C:3]1[N:4]=[C:5]([N:13]2[CH2:18][CH2:17][O:16][CH2:15][CH2:14]2)[S:6][C:7]=1[C:8]([O:10][CH2:11][CH3:12])=[O:9].[O:19]1[C:24]2[CH:25]=[CH:26][C:27](B(O)O)=[CH:28][C:23]=2[O:22][CH2:21][CH2:20]1.C(=O)([O-])[O-].[Cs+].[Cs+].O1CCOCC1.O. The catalyst is C1C=CC([P]([Pd]([P](C2C=CC=CC=2)(C2C=CC=CC=2)C2C=CC=CC=2)([P](C2C=CC=CC=2)(C2C=CC=CC=2)C2C=CC=CC=2)[P](C2C=CC=CC=2)(C2C=CC=CC=2)C2C=CC=CC=2)(C2C=CC=CC=2)C2C=CC=CC=2)=CC=1. The product is [O:19]1[C:24]2[CH:25]=[CH:26][C:27]([CH2:2][C:3]3[N:4]=[C:5]([N:13]4[CH2:18][CH2:17][O:16][CH2:15][CH2:14]4)[S:6][C:7]=3[C:8]([O:10][CH2:11][CH3:12])=[O:9])=[CH:28][C:23]=2[O:22][CH2:21][CH2:20]1. The yield is 0.470. (8) The reactants are [CH3:1][C:2]1[CH:31]=[CH:30][C:5]([C:6]([NH:8][C:9]2[C:22]3[C:21](=[O:23])[C:20]4[C:15](=[CH:16][CH:17]=[CH:18][CH:19]=4)[C:14](=[O:24])[C:13]=3[CH:12]=[CH:11][C:10]=2[NH:25][C:26](=[O:29])[CH2:27]Cl)=[O:7])=[CH:4][CH:3]=1.CCN(C(C)C)C(C)C.[N:41]1[CH:46]=[CH:45][CH:44]=[CH:43][C:42]=1[N:47]1[CH2:52][CH2:51][NH:50][CH2:49][CH2:48]1.C(OCC)(=O)C. The catalyst is O1CCCC1.CCO.CCCCCC. The product is [CH3:1][C:2]1[CH:31]=[CH:30][C:5]([C:6]([NH:8][C:9]2[C:22]3[C:21](=[O:23])[C:20]4[C:15](=[CH:16][CH:17]=[CH:18][CH:19]=4)[C:14](=[O:24])[C:13]=3[CH:12]=[CH:11][C:10]=2[NH:25][C:26](=[O:29])[CH2:27][N:50]2[CH2:51][CH2:52][N:47]([C:42]3[CH:43]=[CH:44][CH:45]=[CH:46][N:41]=3)[CH2:48][CH2:49]2)=[O:7])=[CH:4][CH:3]=1. The yield is 0.630. (9) The reactants are [C:1]12([CH2:11][O:12][C:13]3[C:22](Cl)=[CH:21][C:16]([C:17]([O:19][CH3:20])=[O:18])=[CH:15][N:14]=3)[CH2:10][CH:5]3[CH2:6][CH:7]([CH2:9][CH:3]([CH2:4]3)[CH2:2]1)[CH2:8]2.[CH:24]1(B(O)O)[CH2:26][CH2:25]1.P([O-])([O-])([O-])=O.[K+].[K+].[K+].F[B-](F)(F)F.C1(P(C2CCCCC2)C2CCCCC2)CCCCC1. The catalyst is C1(C)C=CC=CC=1.C([O-])(=O)C.[Pd+2].C([O-])(=O)C. The product is [C:1]12([CH2:11][O:12][C:13]3[C:22]([CH:24]4[CH2:26][CH2:25]4)=[CH:21][C:16]([C:17]([O:19][CH3:20])=[O:18])=[CH:15][N:14]=3)[CH2:10][CH:5]3[CH2:6][CH:7]([CH2:9][CH:3]([CH2:4]3)[CH2:2]1)[CH2:8]2. The yield is 0.890. (10) The reactants are [F:1][C:2]([F:13])([F:12])[C:3](O[C:3](=O)[C:2]([F:13])([F:12])[F:1])=O.N12CCCN=C1CCCCC2.[C:25]([C:28]1[S:29][CH:30]=[C:31]([C:34]([O:36][CH3:37])=[O:35])[C:32]=1[OH:33])(=[O:27])[CH3:26].Cl. The catalyst is N1C=CC=CC=1. The product is [O:27]=[C:25]1[CH:26]=[C:3]([C:2]([F:13])([F:12])[F:1])[O:33][C:32]2[C:31]([C:34]([O:36][CH3:37])=[O:35])=[CH:30][S:29][C:28]1=2. The yield is 0.220.